From a dataset of Catalyst prediction with 721,799 reactions and 888 catalyst types from USPTO. Predict which catalyst facilitates the given reaction. Reactant: [CH2:1]([C:4]1[C:9]([F:10])=[C:8]([F:11])[CH:7]=[C:6]([Br:12])[C:5]=1[OH:13])[CH:2]=[CH2:3].ClC1C=C(C=CC=1)C(OO)=O.C(=O)([O-])[O-].[K+].[K+].ClC1C2OC(CO)CC=2C(C(F)(F)F)=CC=1.BrC1C2OC(CO)CC=2C(F)=C(F)C=1.C(N(C(C)C)CC)(C)C.C1(C)C=CC(S(Cl)(=O)=O)=CC=1.[CH3:81][C:82]1[CH:87]=[CH:86][C:85]([S:88]([O:91]CC2CC3C=CC=C(OC)C=3O2)(=[O:90])=[O:89])=[CH:84][CH:83]=1. Product: [CH3:81][C:82]1[CH:83]=[CH:84][C:85]([S:88]([O:91][CH2:3][CH:2]2[CH2:1][C:4]3[C:9]([F:10])=[C:8]([F:11])[CH:7]=[C:6]([Br:12])[C:5]=3[O:13]2)(=[O:90])=[O:89])=[CH:86][CH:87]=1. The catalyst class is: 277.